The task is: Regression/Classification. Given a drug SMILES string, predict its absorption, distribution, metabolism, or excretion properties. Task type varies by dataset: regression for continuous measurements (e.g., permeability, clearance, half-life) or binary classification for categorical outcomes (e.g., BBB penetration, CYP inhibition). For this dataset (solubility_aqsoldb), we predict Y.. This data is from Aqueous solubility values for 9,982 compounds from the AqSolDB database. (1) The Y is -0.659 log mol/L. The molecule is CSCCC(N)C(=O)O. (2) The drug is CCCCCCCCCCCCCCCC(=O)OCC(O)CO. The Y is -4.73 log mol/L. (3) The drug is O=C(O)Cc1cccc(O)c1. The Y is 0.818 log mol/L. (4) The compound is CC(=O)[O-].CC(=O)[O-].[Pd+2]. The Y is -2.39 log mol/L. (5) The molecule is O=C1c2c(O)cccc2[C@@H]([C@@H]2O[C@H](CO)[C@@H](O)[C@H](O)[C@H]2O)c2cc(CO)cc(O)c21. The Y is -1.70 log mol/L.